This data is from Peptide-MHC class II binding affinity with 134,281 pairs from IEDB. The task is: Regression. Given a peptide amino acid sequence and an MHC pseudo amino acid sequence, predict their binding affinity value. This is MHC class II binding data. (1) The peptide sequence is EQQINHHWHKSGSSIGKA. The MHC is DRB1_0301 with pseudo-sequence DRB1_0301. The binding affinity (normalized) is 0. (2) The peptide sequence is SQDLELSWNLNGLQAN. The MHC is DRB1_0401 with pseudo-sequence DRB1_0401. The binding affinity (normalized) is 0.600. (3) The peptide sequence is NGNELLLDLSLTKVN. The MHC is HLA-DQA10104-DQB10503 with pseudo-sequence HLA-DQA10104-DQB10503. The binding affinity (normalized) is 0.155. (4) The peptide sequence is YDKFIANVSTVLTGK. The MHC is DRB1_0405 with pseudo-sequence DRB1_0405. The binding affinity (normalized) is 0.165. (5) The peptide sequence is SSGKNEGTNIYNNNE. The MHC is DRB1_0701 with pseudo-sequence DRB1_0701. The binding affinity (normalized) is 0.117. (6) The peptide sequence is VTMNDVKIEYSGTNN. The MHC is HLA-DQA10104-DQB10503 with pseudo-sequence HLA-DQA10104-DQB10503. The binding affinity (normalized) is 0.0364. (7) The peptide sequence is QPFPKTVWEQILNTW. The MHC is DRB1_0802 with pseudo-sequence DRB1_0802. The binding affinity (normalized) is 0.504.